Dataset: Peptide-MHC class I binding affinity with 185,985 pairs from IEDB/IMGT. Task: Regression. Given a peptide amino acid sequence and an MHC pseudo amino acid sequence, predict their binding affinity value. This is MHC class I binding data. (1) The binding affinity (normalized) is 0.356. The MHC is HLA-C15:02 with pseudo-sequence HLA-C15:02. The peptide sequence is FYFNWNTPI. (2) The peptide sequence is SYFPDSNNV. The MHC is HLA-A03:01 with pseudo-sequence HLA-A03:01. The binding affinity (normalized) is 0.0847. (3) The peptide sequence is VFFTASLFLH. The MHC is HLA-A03:01 with pseudo-sequence HLA-A03:01. The binding affinity (normalized) is 0.145. (4) The peptide sequence is MQIRGFVYFV. The MHC is HLA-A02:02 with pseudo-sequence HLA-A02:02. The binding affinity (normalized) is 0.730.